Dataset: Forward reaction prediction with 1.9M reactions from USPTO patents (1976-2016). Task: Predict the product of the given reaction. (1) Given the reactants [O:1]1[CH2:6][CH2:5][CH:4]([CH2:7][N:8]([C@@H:16]2[CH2:18][C@H:17]2[C:19]2[CH:24]=[CH:23][CH:22]=[C:21]([C:25](=[O:34])[NH:26][C:27]3[CH:28]=[N:29][N:30]([CH2:32][CH3:33])[CH:31]=3)[CH:20]=2)C(=O)OC(C)(C)C)[CH2:3][CH2:2]1.[ClH:35].C(OCC)(=O)C, predict the reaction product. The product is: [ClH:35].[ClH:35].[CH2:32]([N:30]1[CH:31]=[C:27]([NH:26][C:25](=[O:34])[C:21]2[CH:22]=[CH:23][CH:24]=[C:19]([C@@H:17]3[CH2:18][C@H:16]3[NH:8][CH2:7][CH:4]3[CH2:5][CH2:6][O:1][CH2:2][CH2:3]3)[CH:20]=2)[CH:28]=[N:29]1)[CH3:33]. (2) Given the reactants COC1C=C(OC)C=CC=1C[N:6]1[C:11]([CH3:12])=[CH:10][C:9]([O:13][CH2:14][C:15]2[CH:22]=[CH:21][CH:20]=[CH:19][C:16]=2[C:17]#[N:18])=[C:8]([CH3:23])[C:7]1=[O:24], predict the reaction product. The product is: [CH3:23][C:8]1[C:7](=[O:24])[NH:6][C:11]([CH3:12])=[CH:10][C:9]=1[O:13][CH2:14][C:15]1[CH:22]=[CH:21][CH:20]=[CH:19][C:16]=1[C:17]#[N:18].